This data is from Full USPTO retrosynthesis dataset with 1.9M reactions from patents (1976-2016). The task is: Predict the reactants needed to synthesize the given product. (1) Given the product [F:1][C:2]1[CH:3]=[CH:4][C:5]2[N:14]([CH3:15])[CH2:13][C:12]3[C:8]4[C:9](=[N:27][CH:28]=[CH:29][C:7]=4[C:6]=2[CH:30]=1)[NH:10][C:11]=3[I:16], predict the reactants needed to synthesize it. The reactants are: [F:1][C:2]1[CH:3]=[CH:4][C:5]2[N:14]([CH3:15])[CH2:13][C:12]3[C:8]4[C:9](=[N:27][CH:28]=[CH:29][C:7]=4[C:6]=2[CH:30]=1)[N:10](S(C1C=CC(C)=CC=1)(=O)=O)[C:11]=3[I:16].[OH-].[Na+].O. (2) Given the product [Cl:8][C:9]1[N:14]=[C:13]([NH:7][C:4]2[CH:5]=[CH:6][N:2]([CH3:1])[N:3]=2)[C:12]([Cl:16])=[CH:11][N:10]=1, predict the reactants needed to synthesize it. The reactants are: [CH3:1][N:2]1[CH:6]=[CH:5][C:4]([NH2:7])=[N:3]1.[Cl:8][C:9]1[N:14]=[C:13](Cl)[C:12]([Cl:16])=[CH:11][N:10]=1.C(=O)([O-])[O-].[Na+].[Na+]. (3) Given the product [NH2:22][C:19]1[S:20][CH:21]=[C:17](/[C:16](=[N:23]/[O:24][C:25]([CH3:29])([CH3:30])[C:26]([OH:28])=[O:27])/[C:15]([NH:14][C@@H:13]2[C:12](=[O:32])[N:11]([S:33]([OH:36])(=[O:34])=[O:35])[C@@H:10]2[CH2:9][N:5]2[CH2:4][C@@H:3]([CH2:2][NH:1][C:43]([NH2:44])=[NH:38])[O:7][C:6]2=[O:8])=[O:31])[N:18]=1, predict the reactants needed to synthesize it. The reactants are: [NH2:1][CH2:2][C@H:3]1[O:7][C:6](=[O:8])[N:5]([CH2:9][C@@H:10]2[C@H:13]([NH:14][C:15](=[O:31])/[C:16](=[N:23]\[O:24][C:25]([CH3:30])([CH3:29])[C:26]([OH:28])=[O:27])/[C:17]3[N:18]=[C:19]([NH2:22])[S:20][CH:21]=3)[C:12](=[O:32])[N:11]2[S:33]([OH:36])(=[O:35])=[O:34])[CH2:4]1.Cl.[N:38]1([C:43](N)=[NH:44])C=CC=N1.CCN(C(C)C)C(C)C.